From a dataset of NCI-60 drug combinations with 297,098 pairs across 59 cell lines. Regression. Given two drug SMILES strings and cell line genomic features, predict the synergy score measuring deviation from expected non-interaction effect. (1) Drug 1: CC(C1=C(C=CC(=C1Cl)F)Cl)OC2=C(N=CC(=C2)C3=CN(N=C3)C4CCNCC4)N. Drug 2: CCN(CC)CCCC(C)NC1=C2C=C(C=CC2=NC3=C1C=CC(=C3)Cl)OC. Cell line: RPMI-8226. Synergy scores: CSS=47.3, Synergy_ZIP=0.501, Synergy_Bliss=-4.93, Synergy_Loewe=-11.2, Synergy_HSA=-8.36. (2) Drug 1: C1CCC(C1)C(CC#N)N2C=C(C=N2)C3=C4C=CNC4=NC=N3. Drug 2: C1=CC(=C2C(=C1NCCNCCO)C(=O)C3=C(C=CC(=C3C2=O)O)O)NCCNCCO. Cell line: NCIH23. Synergy scores: CSS=59.4, Synergy_ZIP=1.37, Synergy_Bliss=-0.995, Synergy_Loewe=-33.1, Synergy_HSA=1.24. (3) Drug 1: C(=O)(N)NO. Drug 2: CC1=C(C(=O)C2=C(C1=O)N3CC4C(C3(C2COC(=O)N)OC)N4)N. Cell line: OVCAR3. Synergy scores: CSS=18.0, Synergy_ZIP=-3.29, Synergy_Bliss=3.04, Synergy_Loewe=-12.9, Synergy_HSA=2.17. (4) Cell line: HCT-15. Drug 2: CCC1(CC2CC(C3=C(CCN(C2)C1)C4=CC=CC=C4N3)(C5=C(C=C6C(=C5)C78CCN9C7C(C=CC9)(C(C(C8N6C=O)(C(=O)OC)O)OC(=O)C)CC)OC)C(=O)OC)O.OS(=O)(=O)O. Drug 1: CC1=CC=C(C=C1)C2=CC(=NN2C3=CC=C(C=C3)S(=O)(=O)N)C(F)(F)F. Synergy scores: CSS=-2.99, Synergy_ZIP=-0.752, Synergy_Bliss=-1.60, Synergy_Loewe=-8.96, Synergy_HSA=-7.62.